This data is from Full USPTO retrosynthesis dataset with 1.9M reactions from patents (1976-2016). The task is: Predict the reactants needed to synthesize the given product. Given the product [Cl:1][C:2]1[CH:9]=[C:8]([O:10][CH2:11][CH2:12][CH2:13][O:14][CH3:15])[CH:7]=[C:6]([F:16])[C:3]=1[CH2:4][O:5][C:30]([N:27]1[CH2:28][CH2:29][N:24]([C:22]([O:21][C:17]([CH3:19])([CH3:18])[CH3:20])=[O:23])[CH2:25][C@H:26]1[CH2:33][CH3:34])=[O:31], predict the reactants needed to synthesize it. The reactants are: [Cl:1][C:2]1[CH:9]=[C:8]([O:10][CH2:11][CH2:12][CH2:13][O:14][CH3:15])[CH:7]=[C:6]([F:16])[C:3]=1[CH2:4][OH:5].[C:17]([O:21][C:22]([N:24]1[CH2:29][CH2:28][N:27]([C:30](Cl)=[O:31])[C@H:26]([CH2:33][CH3:34])[CH2:25]1)=[O:23])([CH3:20])([CH3:19])[CH3:18].